Dataset: Full USPTO retrosynthesis dataset with 1.9M reactions from patents (1976-2016). Task: Predict the reactants needed to synthesize the given product. (1) Given the product [CH:12]1([NH:15][C:2]2[C:11]3[C:6](=[CH:7][CH:8]=[CH:9][CH:10]=3)[N:5]=[CH:4][CH:3]=2)[CH2:14][CH2:13]1, predict the reactants needed to synthesize it. The reactants are: Cl[C:2]1[C:11]2[C:6](=[CH:7][CH:8]=[CH:9][CH:10]=2)[N:5]=[CH:4][CH:3]=1.[CH:12]1([NH2:15])[CH2:14][CH2:13]1.[OH-].[Na+]. (2) The reactants are: [CH3:1][C:2]1[CH:7]=[CH:6][N:5]=[CH:4][CH:3]=1.[Li+].CC([N-]C(C)C)C.CON(C)[C:19]([C:21]1[C:30]2[C:25](=[CH:26][CH:27]=[CH:28][CH:29]=2)[CH:24]=[CH:23][CH:22]=1)=[O:20].C(=O)(O)[O-].[Na+]. Given the product [C:21]1([C:19](=[O:20])[CH2:1][C:2]2[CH:7]=[CH:6][N:5]=[CH:4][CH:3]=2)[C:30]2[C:25](=[CH:26][CH:27]=[CH:28][CH:29]=2)[CH:24]=[CH:23][CH:22]=1, predict the reactants needed to synthesize it.